This data is from Reaction yield outcomes from USPTO patents with 853,638 reactions. The task is: Predict the reaction yield, written as a fraction of the theoretical maximum amount of product (1.0 means a 100% yield; for example, 0.34 means a 34% yield). (1) The reactants are [NH2:1][C:2]1[CH:7]=[C:6]([C:8]2[C:9]([C:20]3[CH:25]=[CH:24][CH:23]=[C:22]([F:26])[CH:21]=3)=[N:10][N:11]([C:13]3[CH:18]=[CH:17][C:16](=[O:19])[NH:15][N:14]=3)[CH:12]=2)[CH:5]=[CH:4][N:3]=1.NC1C=C(C2C(C3C=CC=CC=3)=NN(C3C=CC(=O)NN=3)C=2)C=CN=1. No catalyst specified. The product is [NH2:1][C:2]1[CH:7]=[C:6]([C:8]2[C:9]([C:20]3[CH:25]=[CH:24][CH:23]=[C:22]([F:26])[CH:21]=3)=[N:10][N:11]([C:13]3[CH2:18][CH2:17][C:16](=[O:19])[NH:15][N:14]=3)[CH:12]=2)[CH:5]=[CH:4][N:3]=1. The yield is 0.690. (2) The reactants are [OH:1][C:2]1[C:10]2[CH:9]=[CH:8][S:7][C:6]=2[CH:5]=[CH:4][CH:3]=1.[Si:11](Cl)([C:14]([CH3:17])([CH3:16])[CH3:15])([CH3:13])[CH3:12].N1C=CN=C1. The catalyst is ClCCl.CCCCCC. The product is [S:7]1[CH:8]=[CH:9][C:10]2[C:2]([O:1][Si:11]([C:14]([CH3:17])([CH3:16])[CH3:15])([CH3:13])[CH3:12])=[CH:3][CH:4]=[CH:5][C:6]1=2. The yield is 0.960. (3) The reactants are Br[C:2]1[CH:7]=[CH:6][C:5]([F:8])=[CH:4][N:3]=1.[C:9]1([Mg]Br)[CH:14]=[CH:13][CH:12]=[CH:11][CH:10]=1. The catalyst is O1CCCC1.CCOC(C)=O. The product is [F:8][C:5]1[CH:6]=[CH:7][C:2]([C:9]2[CH:14]=[CH:13][CH:12]=[CH:11][CH:10]=2)=[N:3][CH:4]=1. The yield is 0.690. (4) The reactants are [CH2:1]([O:3][C:4]([C:6]1[S:10][C:9](Br)=[N:8][CH:7]=1)=[O:5])[CH3:2].C([O-])([O-])=O.[K+].[K+].[C:18]1([SH:24])[CH:23]=[CH:22][CH:21]=[CH:20][CH:19]=1. The catalyst is CCO. The product is [CH2:1]([O:3][C:4]([C:6]1[S:10][C:9]([S:24][C:18]2[CH:23]=[CH:22][CH:21]=[CH:20][CH:19]=2)=[N:8][CH:7]=1)=[O:5])[CH3:2]. The yield is 0.460. (5) The reactants are [F:1][C:2]1([C:15]2[CH:20]=[CH:19][CH:18]=[CH:17][C:16]=2[C:21]([F:24])([F:23])[F:22])[CH2:7][CH2:6][N:5](C(OC(C)(C)C)=O)[CH2:4][CH2:3]1.[ClH:25]. The catalyst is C(Cl)Cl.CCOCC. The product is [ClH:25].[F:1][C:2]1([C:15]2[CH:20]=[CH:19][CH:18]=[CH:17][C:16]=2[C:21]([F:22])([F:23])[F:24])[CH2:3][CH2:4][NH:5][CH2:6][CH2:7]1. The yield is 0.920.